This data is from Cav3 T-type calcium channel HTS with 100,875 compounds. The task is: Binary Classification. Given a drug SMILES string, predict its activity (active/inactive) in a high-throughput screening assay against a specified biological target. The molecule is Clc1ccc(SCc2[nH]c(N3CCOCC3)nc(=O)c2)cc1. The result is 0 (inactive).